Dataset: Orexin1 receptor HTS with 218,158 compounds and 233 confirmed actives. Task: Binary Classification. Given a drug SMILES string, predict its activity (active/inactive) in a high-throughput screening assay against a specified biological target. (1) The compound is O(CCC(OCC(=O)NCc1ccccc1)=O)c1c(OC)cccc1. The result is 0 (inactive). (2) The drug is Clc1c(cc(S(=O)(=O)N2CCCCC2)cc1)C(OCC(=O)c1c(n(c(=O)n(c1=O)C)C)N)=O. The result is 0 (inactive). (3) The compound is O(CCN(CC)CC)C(=O)c1c2c(n(c1C)C)ccc(OC)c2. The result is 0 (inactive). (4) The drug is O(C(=O)C(C(\C(=N/Nc1c([N+]([O-])=O)cc([N+]([O-])=O)cc1)C)(C)C)C(OCC)=O)CC. The result is 0 (inactive). (5) The molecule is S1C(Cc2nc(SCC(=O)N3CCc4c3cccc4)n(c(=O)c12)CCOC)C. The result is 0 (inactive).